From a dataset of TCR-epitope binding with 47,182 pairs between 192 epitopes and 23,139 TCRs. Binary Classification. Given a T-cell receptor sequence (or CDR3 region) and an epitope sequence, predict whether binding occurs between them. (1) The epitope is ATDALMTGY. The TCR CDR3 sequence is CASSLGQRMSYTF. Result: 0 (the TCR does not bind to the epitope). (2) The TCR CDR3 sequence is CASSLASSYWAEQETQYF. Result: 0 (the TCR does not bind to the epitope). The epitope is FVDGVPFVV. (3) The epitope is MPASWVMRI. The TCR CDR3 sequence is CASSLGTRYDF. Result: 1 (the TCR binds to the epitope). (4) The epitope is FLKEKGGL. Result: 1 (the TCR binds to the epitope). The TCR CDR3 sequence is CASRSTSGDRDTQYF. (5) The epitope is ITEEVGHTDLMAAY. The TCR CDR3 sequence is CASSQVHSAGGIAYEQYF. Result: 1 (the TCR binds to the epitope). (6) The epitope is LEPLVDLPI. The TCR CDR3 sequence is CASSLVAGGLETQYF. Result: 1 (the TCR binds to the epitope). (7) The epitope is KPLEFGATSAAL. The TCR CDR3 sequence is CASSPTSGSVYEQYF. Result: 0 (the TCR does not bind to the epitope).